From a dataset of Catalyst prediction with 721,799 reactions and 888 catalyst types from USPTO. Predict which catalyst facilitates the given reaction. (1) Reactant: F[C:2]1[CH:19]=[CH:18][C:17]([I:20])=[CH:16][C:3]=1[CH:4]=[N:5][NH:6][C:7]1[CH:8]=[C:9]([CH:13]=[CH:14][CH:15]=1)[C:10]([OH:12])=[O:11].CC(C)([O-])C.[K+].Cl. Product: [I:20][C:17]1[CH:16]=[C:3]2[C:2](=[CH:19][CH:18]=1)[N:6]([C:7]1[CH:8]=[C:9]([CH:13]=[CH:14][CH:15]=1)[C:10]([OH:12])=[O:11])[N:5]=[CH:4]2. The catalyst class is: 179. (2) Reactant: [CH3:1][C@H:2]1[C@@H:6]([C:7]([O:9][CH3:10])=[O:8])[CH2:5][CH2:4][N:3]1[C@H](C1C=CC=CC=1)C. Product: [CH3:1][C@H:2]1[C@@H:6]([C:7]([O:9][CH3:10])=[O:8])[CH2:5][CH2:4][NH:3]1. The catalyst class is: 19. (3) Reactant: O.C1(C)C=CC(S(O)(=O)=O)=CC=1.[Br:13][C:14]1[CH:15]=[C:16]([C:21]2[CH:22](C(O[C@@H]3C[C@H](C)CC[C@H]3C(C)C)=O)[C:23]([C:30]3[CH:35]=[C:34]([Cl:36])[C:33]([Cl:37])=[C:32]([Cl:38])[CH:31]=3)([C:26]([F:29])([F:28])[F:27])[CH2:24][N:25]=2)[CH:17]=[CH:18][C:19]=1[F:20]. Product: [Br:13][C:14]1[CH:15]=[C:16]([C:21]2[CH2:22][C:23]([C:30]3[CH:35]=[C:34]([Cl:36])[C:33]([Cl:37])=[C:32]([Cl:38])[CH:31]=3)([C:26]([F:28])([F:27])[F:29])[CH2:24][N:25]=2)[CH:17]=[CH:18][C:19]=1[F:20]. The catalyst class is: 260. (4) Reactant: [H-].[Na+].[CH3:3][C:4]1([CH3:11])[CH2:9][CH2:8][C:7](=[O:10])[CH2:6][CH2:5]1.[CH3:12][O:13][C:14](=O)[O:15]C.Cl. Product: [CH3:3][C:4]1([CH3:11])[CH2:9][CH:8]([C:14]([O:13][CH3:12])=[O:15])[C:7](=[O:10])[CH2:6][CH2:5]1. The catalyst class is: 188. (5) Reactant: [CH3:1][C:2]1[S:3][C:4]2[CH:10]=[C:9]([OH:11])[CH:8]=[CH:7][C:5]=2[N:6]=1.[CH2:12]([O:14][C:15](=[O:31])[CH2:16][N:17]1[C:25](=[O:26])[C:24]2[C:19](=[CH:20][CH:21]=[C:22]([N+]([O-])=O)[CH:23]=2)[C:18]1=[O:30])[CH3:13].C(=O)([O-])[O-].[K+].[K+]. Product: [CH2:12]([O:14][C:15](=[O:31])[CH2:16][N:17]1[C:25](=[O:26])[C:24]2[C:19](=[CH:20][CH:21]=[C:22]([O:11][C:9]3[CH:8]=[CH:7][C:5]4[N:6]=[C:2]([CH3:1])[S:3][C:4]=4[CH:10]=3)[CH:23]=2)[C:18]1=[O:30])[CH3:13]. The catalyst class is: 44. (6) Reactant: [CH2:1]([N:8]1[CH:12]=[C:11]([C:13]2[CH:18]=[CH:17][N:16]=[C:15]([C:19]3[CH:25]=[C:24]([N:26]4[CH2:31][CH2:30][CH2:29][CH2:28][CH2:27]4)[CH:23]=[CH:22][C:20]=3[NH2:21])[CH:14]=2)[N:10]=[N:9]1)[C:2]1[CH:7]=[CH:6][CH:5]=[CH:4][CH:3]=1.[CH3:32][N:33]([CH2:45][CH2:46][N:47]1[CH2:52][CH2:51][O:50][CH2:49][CH2:48]1)[C:34]([C:36]1[CH:37]=[C:38]([CH:42]=[CH:43][CH:44]=1)[C:39](O)=[O:40])=[O:35].CN(C(ON1N=NC2C=CC=NC1=2)=[N+](C)C)C.F[P-](F)(F)(F)(F)F.C(N(C(C)C)CC)(C)C. Product: [CH2:1]([N:8]1[CH:12]=[C:11]([C:13]2[CH:18]=[CH:17][N:16]=[C:15]([C:19]3[CH:25]=[C:24]([N:26]4[CH2:31][CH2:30][CH2:29][CH2:28][CH2:27]4)[CH:23]=[CH:22][C:20]=3[NH:21][C:39](=[O:40])[C:38]3[CH:42]=[CH:43][CH:44]=[C:36]([C:34]([N:33]([CH3:32])[CH2:45][CH2:46][N:47]4[CH2:48][CH2:49][O:50][CH2:51][CH2:52]4)=[O:35])[CH:37]=3)[CH:14]=2)[N:10]=[N:9]1)[C:2]1[CH:3]=[CH:4][CH:5]=[CH:6][CH:7]=1. The catalyst class is: 3. (7) Reactant: [C@:1]12(CS(O)(=O)=O)[C:2](C)([CH3:4])[CH:1]([CH2:7][CH2:7]1)[CH2:4][C:2]2=O.[NH2:16][C@:17]1([C:24]([O:26][CH2:27][CH3:28])=[O:25])[CH2:21][C:20](=[O:22])[NH:19][C:18]1=[O:23].COC1CCC(OC)O1.O. Product: [O:23]=[C:18]1[C@@:17]([N:16]2[CH:4]=[CH:2][CH:1]=[CH:7]2)([C:24]([O:26][CH2:27][CH3:28])=[O:25])[CH2:21][C:20](=[O:22])[NH:19]1. The catalyst class is: 13. (8) Reactant: [OH:1][CH2:2][CH2:3][C:4]1[CH:11]=[N:10][CH:9]=[CH:8][C:5]=1[C:6]#N.C([O-])(O)=[O:13].[Na+]. Product: [C:6]1(=[O:13])[C:5]2[CH:8]=[CH:9][N:10]=[CH:11][C:4]=2[CH2:3][CH2:2][O:1]1. The catalyst class is: 33. (9) Reactant: [ClH:1].O1CCOCC1.[CH3:8][O:9][C:10]([C:12]1([N:24]([CH:26]=[O:27])[CH3:25])[CH2:16][CH2:15][N:14](C(OC(C)(C)C)=O)[CH2:13]1)=[O:11]. Product: [ClH:1].[CH3:8][O:9][C:10]([C:12]1([N:24]([CH:26]=[O:27])[CH3:25])[CH2:16][CH2:15][NH:14][CH2:13]1)=[O:11]. The catalyst class is: 2. (10) Reactant: P([O-])([O-])([O-])=O.[K+].[K+].[K+].C1C2C(=O)C(=O)C3N=C(C(O)=O)C=C(C(O)=O)C=3C=2NC=1C(O)=O.[Cl-].[Cl-].[Ca+2].[CH2:36]([OH:47])[C@H:37]([OH:46])[C@@H:38]([OH:45])[C@H:39]([OH:44])[C:40]([CH:42]=[O:43])=[O:41]. Product: [OH:44][C:39]1[C@@H:38]([C@@H:37]([OH:46])[CH2:36][OH:47])[O:45][C:42](=[O:43])[C:40]=1[OH:41]. The catalyst class is: 6.